Dataset: Reaction yield outcomes from USPTO patents with 853,638 reactions. Task: Predict the reaction yield, written as a fraction of the theoretical maximum amount of product (1.0 means a 100% yield; for example, 0.34 means a 34% yield). (1) The reactants are [NH2:1][CH2:2][C:3]1[C:4](=[O:14])[NH:5][C:6]([CH:10]2[CH2:13][CH2:12][CH2:11]2)=[CH:7][C:8]=1[CH3:9].[NH2:15][CH2:16][C:17]1[C:18](=[O:28])[NH:19][C:20]([CH3:27])=[CH:21][C:22]=1[CH:23]1[CH2:26][CH2:25][CH2:24]1.[CH3:29][C:30]([O:33][C:34](O[C:37]([O:39][C:40]([CH3:43])([CH3:42])[CH3:41])=[O:38])=[O:35])([CH3:32])[CH3:31].C(N(CC)CC)C. The catalyst is C1COCC1.CN(C=O)C. The product is [CH:10]1([C:6]2[NH:5][C:4](=[O:14])[C:3]([CH2:2][NH:1][C:34](=[O:35])[O:33][C:30]([CH3:32])([CH3:31])[CH3:29])=[C:8]([CH3:9])[CH:7]=2)[CH2:11][CH2:12][CH2:13]1.[CH:23]1([C:22]2[CH:21]=[C:20]([CH3:27])[NH:19][C:18](=[O:28])[C:17]=2[CH2:16][NH:15][C:37](=[O:38])[O:39][C:40]([CH3:41])([CH3:42])[CH3:43])[CH2:24][CH2:25][CH2:26]1. The yield is 0.200. (2) The reactants are Br[C:2]1[C:3]([Cl:9])=[N:4][CH:5]=[C:6]([Br:8])[N:7]=1.[O:10]1[CH2:15][CH2:14][CH:13]([CH2:16][NH2:17])[CH2:12][CH2:11]1. The catalyst is CC#N. The product is [Br:8][C:6]1[N:7]=[C:2]([NH:17][CH2:16][CH:13]2[CH2:14][CH2:15][O:10][CH2:11][CH2:12]2)[C:3]([Cl:9])=[N:4][CH:5]=1. The yield is 0.611. (3) The reactants are [OH:1][CH2:2][C@@H:3]1[CH2:7][CH2:6][CH2:5][N:4]1[C:8]([O:10][C:11]([CH3:14])([CH3:13])[CH3:12])=[O:9].[F:15][C:16]1[C:24]([O:25][C:26]2[C:35]3[C:30](=[CH:31][C:32](O)=[C:33]([O:36][CH3:37])[CH:34]=3)[N:29]=[CH:28][N:27]=2)=[CH:23][CH:22]=[C:21]2[C:17]=1[CH:18]=[C:19]([CH3:39])[NH:20]2. No catalyst specified. The product is [F:15][C:16]1[C:24]([O:25][C:26]2[C:35]3[C:30](=[CH:31][C:32]([O:1][CH2:2][C@@H:3]4[CH2:7][CH2:6][CH2:5][N:4]4[C:8]([O:10][C:11]([CH3:14])([CH3:13])[CH3:12])=[O:9])=[C:33]([O:36][CH3:37])[CH:34]=3)[N:29]=[CH:28][N:27]=2)=[CH:23][CH:22]=[C:21]2[C:17]=1[CH:18]=[C:19]([CH3:39])[NH:20]2. The yield is 0.580. (4) The reactants are [NH2:1][C:2]1[S:11][C:5]2[CH2:6][N:7]([CH3:10])[CH2:8][CH2:9][C:4]=2[C:3]=1[C:12]([O:14][CH2:15][CH3:16])=[O:13].[C:17]([O:20][C:21](=O)C)(=O)[CH3:18]. The catalyst is C(OCC)(OCC)OCC. The product is [CH2:17]([O:20][CH:21]=[N:1][C:2]1[S:11][C:5]2[CH2:6][N:7]([CH3:10])[CH2:8][CH2:9][C:4]=2[C:3]=1[C:12]([O:14][CH2:15][CH3:16])=[O:13])[CH3:18]. The yield is 0.970. (5) The reactants are [O:1]=[C:2]1[C:6]2[CH:7]=[CH:8][CH:9]=[CH:10][C:5]=2[S:4][N:3]1[CH2:11][C:12]([N:14]1[CH2:19][CH2:18][N:17](C(OC(C)(C)C)=O)[CH2:16][CH2:15]1)=[O:13].C(O)(C(F)(F)F)=O. The catalyst is C(Cl)Cl. The product is [O:13]=[C:12]([N:14]1[CH2:19][CH2:18][NH:17][CH2:16][CH2:15]1)[CH2:11][N:3]1[C:2](=[O:1])[C:6]2[CH:7]=[CH:8][CH:9]=[CH:10][C:5]=2[S:4]1. The yield is 0.990. (6) The catalyst is C1(C)C=CC=CC=1. The reactants are [CH2:1]([O:3][C:4](=[O:26])[CH2:5][CH2:6][C:7]1[CH:12]=[CH:11][C:10]([O:13][C:14]2[CH:19]=[C:18]([CH3:20])[CH:17]=[C:16]([CH:21](O)[CH3:22])[CH:15]=2)=[CH:9][C:8]=1[CH2:24][CH3:25])[CH3:2].C1(P([N:41]=[N+:42]=[N-:43])(C2C=CC=CC=2)=O)C=CC=CC=1.C1CCN2C(=NCCC2)CC1.N([Si](C)(C)C)=[N+]=[N-].[F-].C([N+](CCCC)(CCCC)CCCC)CCC. The yield is 0.780. The product is [CH2:1]([O:3][C:4](=[O:26])[CH2:5][CH2:6][C:7]1[CH:12]=[CH:11][C:10]([O:13][C:14]2[CH:19]=[C:18]([CH3:20])[CH:17]=[C:16]([CH:21]([N:41]=[N+:42]=[N-:43])[CH3:22])[CH:15]=2)=[CH:9][C:8]=1[CH2:24][CH3:25])[CH3:2]. (7) The reactants are [CH:1](=O)[CH3:2].C(O)(=O)C.C(O[BH-](OC(=O)C)OC(=O)C)(=O)C.[Na+].[CH2:22]([NH:24][C:25]1[CH:30]=[CH:29][C:28]([C:31]2[CH:36]=[CH:35][C:34]([NH:37][C:38]([C:40]3[CH:45]=[C:44]([N+:46]([O-:48])=[O:47])[CH:43]=[CH:42][C:41]=3[Cl:49])=[O:39])=[CH:33][CH:32]=2)=[CH:27][CH:26]=1)[CH3:23].C(=O)(O)[O-].[Na+]. The catalyst is C1COCC1.O. The product is [CH2:22]([N:24]([C:25]1[CH:26]=[CH:27][C:28]([C:31]2[CH:32]=[CH:33][C:34]([NH:37][C:38]([C:40]3[CH:45]=[C:44]([N+:46]([O-:48])=[O:47])[CH:43]=[CH:42][C:41]=3[Cl:49])=[O:39])=[CH:35][CH:36]=2)=[CH:29][CH:30]=1)[CH2:1][CH3:2])[CH3:23]. The yield is 0.870. (8) The yield is 1.00. The product is [C:1]([C:3]1[C:11]2[C:6](=[CH:7][C:8]([O:12][CH3:13])=[CH:9][CH:10]=2)[N:5]([CH2:14][CH3:15])[C:4]=1[C:16]1[CH:21]=[CH:20][C:19]([NH:22][S:23]([CH2:26][CH2:27][N:28]2[CH2:33][CH2:32][O:31][CH2:30][CH2:29]2)(=[O:24])=[O:25])=[CH:18][CH:17]=1)#[N:2]. The reactants are [C:1]([C:3]1[C:11]2[C:6](=[CH:7][C:8]([O:12][CH3:13])=[CH:9][CH:10]=2)[N:5]([CH2:14][CH3:15])[C:4]=1[C:16]1[CH:21]=[CH:20][C:19]([NH:22][S:23]([CH:26]=[CH2:27])(=[O:25])=[O:24])=[CH:18][CH:17]=1)#[N:2].[NH:28]1[CH2:33][CH2:32][O:31][CH2:30][CH2:29]1. The catalyst is CC#N. (9) The reactants are [CH3:1][O:2][C:3](=[O:14])[CH:4]([O:6][C:7]1[CH:12]=[CH:11][C:10]([NH2:13])=[CH:9][CH:8]=1)[CH3:5].C(N(CC)CC)C.[CH2:22]([O:29][CH2:30][C:31](Cl)=[O:32])[C:23]1[CH:28]=[CH:27][CH:26]=[CH:25][CH:24]=1. The catalyst is CC(C)=O. The product is [CH3:1][O:2][C:3](=[O:14])[CH:4]([O:6][C:7]1[CH:12]=[CH:11][C:10]([NH:13][C:31](=[O:32])[CH2:30][O:29][CH2:22][C:23]2[CH:28]=[CH:27][CH:26]=[CH:25][CH:24]=2)=[CH:9][CH:8]=1)[CH3:5]. The yield is 0.598. (10) The reactants are [CH2:1]([O:3][C:4](=[O:24])[C:5](=O)[CH2:6][C:7]([C:9]1[CH:14]=[CH:13][CH:12]=[CH:11][C:10]=1[O:15][CH2:16][C:17]1[CH:22]=[CH:21][CH:20]=[CH:19][CH:18]=1)=[O:8])[CH3:2].Cl.[NH2:26]O. The catalyst is C(O)(=O)C. The product is [CH2:1]([O:3][C:4]([C:5]1[CH:6]=[C:7]([C:9]2[CH:14]=[CH:13][CH:12]=[CH:11][C:10]=2[O:15][CH2:16][C:17]2[CH:22]=[CH:21][CH:20]=[CH:19][CH:18]=2)[O:8][N:26]=1)=[O:24])[CH3:2]. The yield is 0.920.